The task is: Predict the product of the given reaction.. This data is from Forward reaction prediction with 1.9M reactions from USPTO patents (1976-2016). (1) Given the reactants [Na].[CH2:2]([C:9]1[O:10][C:11](=O)[C:12](=[CH:14][OH:15])[N:13]=1)[C:3]1[CH:8]=[CH:7][CH:6]=[CH:5][CH:4]=1.Cl.[CH3:18][O:19][C:20](=[NH:22])[NH2:21], predict the reaction product. The product is: [CH3:18][O:19][C:20]1[NH:22][C:14](=[O:15])[C:12]([NH:13][C:9](=[O:10])[CH2:2][C:3]2[CH:4]=[CH:5][CH:6]=[CH:7][CH:8]=2)=[CH:11][N:21]=1. (2) Given the reactants C(O[C:4]([C:6]1([CH2:12][CH2:13]OC)[CH2:11][CH2:10][NH:9][CH2:8][CH2:7]1)=[O:5])C.[CH:16]1([CH2:21][C:22](Cl)=[O:23])[CH2:20][CH2:19][CH2:18][CH2:17]1.[CH:25]1([C:28]2[CH:34]=[CH:33][C:31]([NH2:32])=[CH:30][CH:29]=2)[CH2:27][CH2:26]1, predict the reaction product. The product is: [CH:16]1([CH2:21][C:22]([N:9]2[CH2:8][CH2:7][C:6]3([C:4](=[O:5])[N:32]([C:31]4[CH:33]=[CH:34][C:28]([CH:25]5[CH2:27][CH2:26]5)=[CH:29][CH:30]=4)[CH2:13][CH2:12]3)[CH2:11][CH2:10]2)=[O:23])[CH2:20][CH2:19][CH2:18][CH2:17]1. (3) Given the reactants [Sn].[Br:2][C:3]1[CH:4]=[CH:5][C:6]2[N:7]([C:9]([N+:15]([O-])=O)=[C:10]([C:12]([NH2:14])=[O:13])[N:11]=2)[CH:8]=1, predict the reaction product. The product is: [NH2:15][C:9]1[N:7]2[CH:8]=[C:3]([Br:2])[CH:4]=[CH:5][C:6]2=[N:11][C:10]=1[C:12]([NH2:14])=[O:13]. (4) Given the reactants [Cl:1][C:2]1[CH:3]=[C:4]([CH2:14][OH:15])[CH:5]=[C:6]([C:8]2[CH:13]=[CH:12][CH:11]=[CH:10][N:9]=2)[CH:7]=1, predict the reaction product. The product is: [Cl:1][C:2]1[CH:3]=[C:4]([CH:5]=[C:6]([C:8]2[CH:13]=[CH:12][CH:11]=[CH:10][N:9]=2)[CH:7]=1)[CH:14]=[O:15]. (5) Given the reactants [N:1]#[C:2][NH2:3].[CH3:4][O-].[Na+].[CH3:7][O:8][C:9](=[O:31])[C:10]1[CH:15]=[CH:14][C:13]([S:16][C:17]2[C:22]([C:23]([F:26])([F:25])[F:24])=[CH:21][C:20]([N:27]=[C:28]=[S:29])=[CH:19][C:18]=2[Cl:30])=[CH:12][CH:11]=1.IC, predict the reaction product. The product is: [Cl:30][C:18]1[CH:19]=[C:20]([NH:27][C:28](=[N:1][C:2]#[N:3])[S:29][CH3:4])[CH:21]=[C:22]([C:23]([F:25])([F:26])[F:24])[C:17]=1[S:16][C:13]1[CH:14]=[CH:15][C:10]([C:9]([O:8][CH3:7])=[O:31])=[CH:11][CH:12]=1. (6) Given the reactants [F:1][C:2]1[CH:3]=[CH:4][CH:5]=[C:6]2[C:11]=1[N:10]=[C:9]([CH3:12])[C:8]([NH:13]C(=O)C)=[CH:7]2.Cl, predict the reaction product. The product is: [F:1][C:2]1[CH:3]=[CH:4][CH:5]=[C:6]2[C:11]=1[N:10]=[C:9]([CH3:12])[C:8]([NH2:13])=[CH:7]2. (7) The product is: [CH3:1][C:2]1[C:3]([NH:17][CH:18]2[CH2:23][CH2:22][NH:21][CH2:20][CH2:19]2)=[N:4][C:5]([NH:9][CH2:10][C:11]2[CH:16]=[CH:15][CH:14]=[CH:13][N:12]=2)=[N:6][C:7]=1[CH3:8]. Given the reactants [CH3:1][C:2]1[C:3]([NH:17][CH:18]2[CH2:23][CH2:22][N:21](C(OC(C)(C)C)=O)[CH2:20][CH2:19]2)=[N:4][C:5]([NH:9][CH2:10][C:11]2[CH:16]=[CH:15][CH:14]=[CH:13][N:12]=2)=[N:6][C:7]=1[CH3:8].Cl, predict the reaction product. (8) Given the reactants Br[C:2]1[CH:10]=[C:9]2[C:5]([C:6]([CH2:17][CH3:18])=[N:7][N:8]2[C:11]2[CH:16]=[CH:15][CH:14]=[CH:13][CH:12]=2)=[CH:4][CH:3]=1.[NH:19]1[CH2:24][CH2:23][NH:22][CH2:21][CH2:20]1.C([O-])([O-])=O.[Cs+].[Cs+].C1C=CC(P(C2C(C3C(P(C4C=CC=CC=4)C4C=CC=CC=4)=CC=C4C=3C=CC=C4)=C3C(C=CC=C3)=CC=2)C2C=CC=CC=2)=CC=1, predict the reaction product. The product is: [CH2:17]([C:6]1[C:5]2[C:9](=[CH:10][C:2]([N:19]3[CH2:24][CH2:23][NH:22][CH2:21][CH2:20]3)=[CH:3][CH:4]=2)[N:8]([C:11]2[CH:16]=[CH:15][CH:14]=[CH:13][CH:12]=2)[N:7]=1)[CH3:18].